From a dataset of Forward reaction prediction with 1.9M reactions from USPTO patents (1976-2016). Predict the product of the given reaction. (1) Given the reactants [OH-].[K+].[CH2:3]([C:11]1[CH:16]=[CH:15][C:14]([O:17]C(=O)C)=[CH:13][CH:12]=1)[CH2:4][C:5]1[CH:10]=[CH:9][CH:8]=[CH:7][CH:6]=1.O.Cl, predict the reaction product. The product is: [CH2:3]([C:11]1[CH:12]=[CH:13][C:14]([OH:17])=[CH:15][CH:16]=1)[CH2:4][C:5]1[CH:6]=[CH:7][CH:8]=[CH:9][CH:10]=1. (2) Given the reactants Cl[C:2]1[CH:3]=[C:4]([NH:11][C:12]2[CH:17]=[CH:16][C:15]([NH:18][C:19](=[O:25])[O:20][C:21]([CH3:24])([CH3:23])[CH3:22])=[CH:14][CH:13]=2)[C:5]2[N:6]([CH:8]=[CH:9][N:10]=2)[N:7]=1, predict the reaction product. The product is: [N:10]1[CH:9]=[CH:8][N:6]2[C:5]=1[C:4]([NH:11][C:12]1[CH:13]=[CH:14][C:15]([NH:18][C:19](=[O:25])[O:20][C:21]([CH3:23])([CH3:22])[CH3:24])=[CH:16][CH:17]=1)=[CH:3][CH:2]=[N:7]2. (3) Given the reactants [Cl:1][C:2]1[CH:3]=[C:4]2[C:9](=[CH:10][C:11]=1[Cl:12])[N:8]=[CH:7][N:6]=[C:5]2[NH:13][CH2:14][C:15]([N:17]1[CH2:25][CH2:24][C:19]2(OCC[O:20]2)[CH2:18]1)=[O:16].Cl(O)(=O)(=O)=O, predict the reaction product. The product is: [Cl:1][C:2]1[CH:3]=[C:4]2[C:9](=[CH:10][C:11]=1[Cl:12])[N:8]=[CH:7][N:6]=[C:5]2[NH:13][CH2:14][C:15]([N:17]1[CH2:25][CH2:24][C:19](=[O:20])[CH2:18]1)=[O:16]. (4) Given the reactants [CH:1]12[CH2:7][CH:4]([CH2:5][CH2:6]1)[C:3](=O)[C:2]2=O.COP([CH2:16][C:17]([CH:19]1[CH2:21][CH2:20]1)=O)(=O)OC.O.[NH2:23][NH2:24], predict the reaction product. The product is: [CH:19]1([C:17]2[CH:16]=[C:3]3[C:2]([CH:1]4[CH2:7][CH:4]3[CH2:5][CH2:6]4)=[N:24][N:23]=2)[CH2:21][CH2:20]1.